From a dataset of Forward reaction prediction with 1.9M reactions from USPTO patents (1976-2016). Predict the product of the given reaction. Given the reactants [Br:1][C:2]1[N:6]2[N:7]=[C:8](Cl)[CH:9]=[CH:10][C:5]2=[N:4][CH:3]=1.[NH2:12][CH2:13][CH2:14][OH:15].C(Cl)Cl.CO.[NH4+].[OH-], predict the reaction product. The product is: [Br:1][C:2]1[N:6]2[N:7]=[C:8]([NH:12][CH2:13][CH2:14][OH:15])[CH:9]=[CH:10][C:5]2=[N:4][CH:3]=1.